From a dataset of Reaction yield outcomes from USPTO patents with 853,638 reactions. Predict the reaction yield, written as a fraction of the theoretical maximum amount of product (1.0 means a 100% yield; for example, 0.34 means a 34% yield). (1) The reactants are [C:1]1([C:7]#[CH:8])[CH:6]=[CH:5][CH:4]=[CH:3][CH:2]=1.C([Li])CCC.C(#N)[C:15]1[CH:20]=[CH:19][CH:18]=[CH:17][CH:16]=1.CCCCCCCCCCCCC. The catalyst is C1COCC1.C1(C)C=CC=CC=1.[Zn+2].[Br-].[Br-]. The product is [C:1]1([C:7]#[C:8][C:15]2[CH:20]=[CH:19][CH:18]=[CH:17][CH:16]=2)[CH:6]=[CH:5][CH:4]=[CH:3][CH:2]=1. The yield is 0.230. (2) The catalyst is CN(C=O)C. The product is [N:1]1[C:9]2[C:4](=[N:5][CH:6]=[CH:7][CH:8]=2)[S:3][C:2]=1[NH:10][C:11]1[O:28][C@:20]2([CH2:19][N:18]=1)[CH:25]1[CH2:26][CH2:27][N:22]([CH2:23][CH2:24]1)[CH2:21]2. The reactants are [N:1]1[C:9]2[C:4](=[N:5][CH:6]=[CH:7][CH:8]=2)[S:3][C:2]=1[N:10]=[C:11](SC)SC.Cl.Cl.[NH2:18][CH2:19][C@@:20]1([OH:28])[CH:25]2[CH2:26][CH2:27][N:22]([CH2:23][CH2:24]2)[CH2:21]1.C(=O)([O-])[O-].[Cs+].[Cs+].O. The yield is 0.760. (3) The yield is 0.920. The catalyst is OP([O-])(O)=O.[K+]. The reactants are [C:1]([C:5]1[CH:6]=[C:7]([C:10]([O:13][CH3:14])=[CH:11][N:12]=1)[C:8]#N)([CH3:4])([CH3:3])[CH3:2].[OH-:15].[Na+].S(=O)(=O)(O)[OH:18]. The product is [C:1]([C:5]1[CH:6]=[C:7]([C:10]([O:13][CH3:14])=[CH:11][N:12]=1)[C:8]([OH:18])=[O:15])([CH3:4])([CH3:3])[CH3:2].